Dataset: NCI-60 drug combinations with 297,098 pairs across 59 cell lines. Task: Regression. Given two drug SMILES strings and cell line genomic features, predict the synergy score measuring deviation from expected non-interaction effect. (1) Drug 1: C1=CN(C(=O)N=C1N)C2C(C(C(O2)CO)O)O.Cl. Drug 2: CN(CCCl)CCCl.Cl. Cell line: SNB-75. Synergy scores: CSS=6.39, Synergy_ZIP=-2.42, Synergy_Bliss=-1.36, Synergy_Loewe=-3.06, Synergy_HSA=-2.10. (2) Drug 1: CN(CCCl)CCCl.Cl. Drug 2: C(CCl)NC(=O)N(CCCl)N=O. Cell line: MCF7. Synergy scores: CSS=-2.77, Synergy_ZIP=0.937, Synergy_Bliss=-2.75, Synergy_Loewe=-6.42, Synergy_HSA=-6.02. (3) Drug 1: CC(C)(C1=NC(=CC=C1)N2C3=NC(=NC=C3C(=O)N2CC=C)NC4=CC=C(C=C4)N5CCN(CC5)C)O. Drug 2: C1CC(CNC1)C2=CC=C(C=C2)N3C=C4C=CC=C(C4=N3)C(=O)N. Cell line: NCI-H460. Synergy scores: CSS=17.1, Synergy_ZIP=4.47, Synergy_Bliss=6.97, Synergy_Loewe=-6.37, Synergy_HSA=9.79.